Dataset: Forward reaction prediction with 1.9M reactions from USPTO patents (1976-2016). Task: Predict the product of the given reaction. (1) Given the reactants [OH:1][CH2:2][C:3]1([C:16]([O:18][CH3:19])=[O:17])[CH2:8][CH2:7][N:6](C(OC(C)(C)C)=O)[CH2:5][CH2:4]1.Cl, predict the reaction product. The product is: [OH:1][CH2:2][C:3]1([C:16]([O:18][CH3:19])=[O:17])[CH2:8][CH2:7][NH:6][CH2:5][CH2:4]1. (2) Given the reactants Cl.CN(C)CCCN=C=NCC.O[N:14]1[C:18]2[CH:19]=[CH:20][CH:21]=[CH:22][C:17]=2N=N1.[CH3:23][C:24]1[C:25]2[N:26]([CH:30]=[C:31]([C:33](O)=[O:34])[N:32]=2)[CH:27]=[CH:28][CH:29]=1.NC1C=CC=CC=1, predict the reaction product. The product is: [CH3:23][C:24]1[C:25]2[N:26]([CH:30]=[C:31]([C:33]([NH:14][C:18]3[CH:17]=[CH:22][CH:21]=[CH:20][CH:19]=3)=[O:34])[N:32]=2)[CH:27]=[CH:28][CH:29]=1.